This data is from Full USPTO retrosynthesis dataset with 1.9M reactions from patents (1976-2016). The task is: Predict the reactants needed to synthesize the given product. (1) Given the product [NH:1]1[C:9]2[C:4](=[CH:5][CH:6]=[CH:7][CH:8]=2)[C:3]([C:10]2[N:11]=[N:12][N:13]([C:15]3[CH:16]=[CH:17][C:18]([C:19]([NH:24][CH:25]4[CH2:29][CH2:28][N:27]([CH3:30])[C:26]4=[O:31])=[O:21])=[CH:22][CH:23]=3)[CH:14]=2)=[N:2]1, predict the reactants needed to synthesize it. The reactants are: [NH:1]1[C:9]2[C:4](=[CH:5][CH:6]=[CH:7][CH:8]=2)[C:3]([C:10]2[N:11]=[N:12][N:13]([C:15]3[CH:23]=[CH:22][C:18]([C:19]([OH:21])=O)=[CH:17][CH:16]=3)[CH:14]=2)=[N:2]1.[NH2:24][CH:25]1[CH2:29][CH2:28][N:27]([CH3:30])[C:26]1=[O:31]. (2) Given the product [Cl:1][C:2]1[C:6]([Cl:7])=[C:5]([CH3:8])[NH:4][C:3]=1[C:9]([NH:11][C:12]1[CH:17]=[CH:16][C:15]([C:18]2[N:22]=[N:21][N:20]([CH2:23][C:24]([O:26][CH2:27][CH3:28])=[O:25])[CH:19]=2)=[CH:14][CH:13]=1)=[O:10], predict the reactants needed to synthesize it. The reactants are: [Cl:1][C:2]1[C:6]([Cl:7])=[C:5]([CH3:8])[NH:4][C:3]=1[C:9]([NH:11][C:12]1[CH:17]=[CH:16][C:15]([C:18]#[CH:19])=[CH:14][CH:13]=1)=[O:10].[N:20]([CH2:23][C:24]([O:26][CH2:27][CH3:28])=[O:25])=[N+:21]=[N-:22].CCN(C(C)C)C(C)C. (3) Given the product [CH:11]1([C:14]2[NH:1][C:2]3[CH:3]=[C:4]([OH:10])[CH:5]=[C:6]([CH3:9])[C:7]=3[N:8]=2)[CH2:13][CH2:12]1, predict the reactants needed to synthesize it. The reactants are: [NH2:1][C:2]1[CH:3]=[C:4]([OH:10])[CH:5]=[C:6]([CH3:9])[C:7]=1[NH2:8].[CH:11]1([C:14](O)=O)[CH2:13][CH2:12]1. (4) Given the product [CH3:5][O:4][N:3]([CH3:2])[C:15](=[O:16])[CH2:14][C:10]1[CH:11]=[CH:12][CH:13]=[C:8]([C:7]([F:19])([F:18])[F:6])[CH:9]=1, predict the reactants needed to synthesize it. The reactants are: Cl.[CH3:2][NH:3][O:4][CH3:5].[F:6][C:7]([F:19])([F:18])[C:8]1[CH:9]=[C:10]([CH2:14][C:15](O)=[O:16])[CH:11]=[CH:12][CH:13]=1.C1C=CC2N(O)N=NC=2C=1.C(Cl)CCl. (5) The reactants are: [C:1]1([C:7]2[CH:12]=[C:11]([C:13]3[S:14][CH:15]=[CH:16][CH:17]=3)[NH:10][C:9](=[S:18])[C:8]=2[C:19]#[N:20])[CH:6]=[CH:5][CH:4]=[CH:3][CH:2]=1.[CH2:21]([S:25][CH2:26]Cl)[CH2:22][CH2:23][CH3:24].CCN(CC)CC. Given the product [CH2:21]([S:25][CH2:26][S:18][C:9]1[N:10]=[C:11]([C:13]2[S:14][CH:15]=[CH:16][CH:17]=2)[CH:12]=[C:7]([C:1]2[CH:2]=[CH:3][CH:4]=[CH:5][CH:6]=2)[C:8]=1[C:19]#[N:20])[CH2:22][CH2:23][CH3:24], predict the reactants needed to synthesize it. (6) Given the product [C:1]([C:4]1[S:5][CH:6]=[CH:7][C:8]=1[NH:9][CH:10]([C:14]1[CH:19]=[CH:18][CH:17]=[CH:16][CH:15]=1)[C:11]([O:13][C@@H:22]1[CH:23]2[CH2:26][CH2:27][N:20]([CH2:25][CH2:24]2)[CH2:21]1)=[O:12])(=[O:3])[NH2:2], predict the reactants needed to synthesize it. The reactants are: [C:1]([C:4]1[S:5][CH:6]=[CH:7][C:8]=1[NH:9][CH:10]([C:14]1[CH:19]=[CH:18][CH:17]=[CH:16][CH:15]=1)[C:11]([OH:13])=[O:12])(=[O:3])[NH2:2].[N:20]12[CH2:27][CH2:26][CH:23]([CH2:24][CH2:25]1)[C@@H:22](O)[CH2:21]2.C1CCC(N=C=NC2CCCCC2)CC1.C1C=CC2N(O)N=NC=2C=1. (7) The reactants are: [O:1]=[C:2]1[N:10]([CH2:11][C:12]([OH:14])=[O:13])[C:5]2[CH:6]=[N:7][CH:8]=[CH:9][C:4]=2[N:3]1[CH:15]1[CH2:20][CH2:19][NH:18][CH2:17][CH2:16]1.[Cl:21][C:22]1[CH:27]=[C:26]([F:28])[CH:25]=[CH:24][C:23]=1[S:29](Cl)(=[O:31])=[O:30]. Given the product [Cl:21][C:22]1[CH:27]=[C:26]([F:28])[CH:25]=[CH:24][C:23]=1[S:29]([N:18]1[CH2:19][CH2:20][CH:15]([N:3]2[C:4]3[CH:9]=[CH:8][N:7]=[CH:6][C:5]=3[N:10]([CH2:11][C:12]([OH:14])=[O:13])[C:2]2=[O:1])[CH2:16][CH2:17]1)(=[O:31])=[O:30], predict the reactants needed to synthesize it.